This data is from Reaction yield outcomes from USPTO patents with 853,638 reactions. The task is: Predict the reaction yield, written as a fraction of the theoretical maximum amount of product (1.0 means a 100% yield; for example, 0.34 means a 34% yield). (1) The reactants are BrC1C=C[C:5](NCC(OC)=O)=[N:6]C=1.[F:14][C:15]1[CH:16]=[CH:17][CH:18]=[C:19]2[C:23]=1[NH:22][CH:21]=[C:20]2[CH:24]=O.CN1C2C(=CC=CC=2)C(C)=C1C=O. No catalyst specified. The product is [F:14][C:15]1[CH:16]=[CH:17][CH:18]=[C:19]2[C:23]=1[NH:22][CH:21]=[C:20]2[CH2:24][NH:6][CH3:5]. The yield is 0.900. (2) The reactants are [CH3:1][O:2][CH2:3][CH2:4][N:5]1[CH2:10][CH2:9][N:8]([C:11]2[CH:16]=[CH:15][C:14]([N+:17]([O-])=O)=[CH:13][CH:12]=2)[CH2:7][CH2:6]1.[H][H]. The catalyst is C1COCC1.[Pd]. The product is [CH3:1][O:2][CH2:3][CH2:4][N:5]1[CH2:10][CH2:9][N:8]([C:11]2[CH:16]=[CH:15][C:14]([NH2:17])=[CH:13][CH:12]=2)[CH2:7][CH2:6]1. The yield is 0.960. (3) The reactants are [Cl:1][C:2]1[CH:7]=[CH:6][C:5]([C:8]2[O:12][N:11]=[CH:10][C:9]=2[CH2:13]O)=[CH:4][C:3]=1[CH3:15].O1CCCC1.S(Cl)([Cl:23])=O. The catalyst is C1(C)C=CC=CC=1. The product is [Cl:23][CH2:13][C:9]1[CH:10]=[N:11][O:12][C:8]=1[C:5]1[CH:6]=[CH:7][C:2]([Cl:1])=[C:3]([CH3:15])[CH:4]=1. The yield is 0.870. (4) The reactants are [NH2:1][CH:2]1[CH2:6][CH:5]([C:7]([O:9][CH2:10][CH3:11])=[O:8])[CH:4]([CH2:12][CH3:13])[CH2:3]1.C(Cl)Cl.[C:17](O[C:17]([O:19][C:20]([CH3:23])([CH3:22])[CH3:21])=[O:18])([O:19][C:20]([CH3:23])([CH3:22])[CH3:21])=[O:18]. The catalyst is [Cl-].[Na+].O. The product is [C:20]([O:19][C:17]([NH:1][CH:2]1[CH2:6][CH:5]([C:7]([O:9][CH2:10][CH3:11])=[O:8])[CH:4]([CH2:12][CH3:13])[CH2:3]1)=[O:18])([CH3:23])([CH3:22])[CH3:21]. The yield is 0.900. (5) The catalyst is CS(C)=O.ClC1C=CC=CC=1.O. The product is [F:14][C:15]1[CH:16]=[C:17]2[C:21](=[CH:22][CH:23]=1)[NH:20][CH:19]=[C:18]2[CH2:24][CH2:25][CH:26]=[O:27]. The reactants are FC(F)(F)C(O)=O.N1C=CC=CC=1.[F:14][C:15]1[CH:16]=[C:17]2[C:21](=[CH:22][CH:23]=1)[NH:20][CH:19]=[C:18]2[CH2:24][CH2:25][CH2:26][OH:27].C1(N=C=NC2CCCCC2)CCCCC1. The yield is 0.540. (6) The reactants are [Br:1][C:2]1[CH:7]=[CH:6][C:5]([C:8](=O)[CH2:9][N:10]2[CH2:14][CH2:13][CH2:12][CH2:11]2)=[CH:4][CH:3]=1.CN.[BH3-][C:19]#[N:20].[Na+].C(O)(=O)C. The catalyst is C1COCC1. The product is [Br:1][C:2]1[CH:7]=[CH:6][C:5]([CH:8]([NH:20][CH3:19])[CH2:9][N:10]2[CH2:14][CH2:13][CH2:12][CH2:11]2)=[CH:4][CH:3]=1. The yield is 0.990. (7) The reactants are [CH3:1][N:2]([N:4]=[N:5][C:6]1[CH:10]=[C:9]([N+:11]([O-:13])=[O:12])[S:8][C:7]=1[C:14]([O:16]C)=[O:15])[CH3:3].[OH-].[Na+]. The catalyst is CO. The product is [CH3:3][N:2]([N:4]=[N:5][C:6]1[CH:10]=[C:9]([N+:11]([O-:13])=[O:12])[S:8][C:7]=1[C:14]([OH:16])=[O:15])[CH3:1]. The yield is 0.860.